From a dataset of Reaction yield outcomes from USPTO patents with 853,638 reactions. Predict the reaction yield, written as a fraction of the theoretical maximum amount of product (1.0 means a 100% yield; for example, 0.34 means a 34% yield). The reactants are C[O:2][C:3]1[CH:4]=[C:5]2[C:9](=[CH:10][CH:11]=1)[N:8]([CH2:12][CH2:13][C:14]1[CH:19]=[CH:18][CH:17]=[CH:16][CH:15]=1)[CH:7]=[CH:6]2.B(Br)(Br)Br.ClCCl.CO.C([O-])(O)=O.[Na+]. The catalyst is ClCCl. The product is [CH2:12]([N:8]1[C:9]2[C:5](=[CH:4][C:3]([OH:2])=[CH:11][CH:10]=2)[CH2:6][CH2:7]1)[CH2:13][C:14]1[CH:15]=[CH:16][CH:17]=[CH:18][CH:19]=1. The yield is 0.280.